Dataset: Full USPTO retrosynthesis dataset with 1.9M reactions from patents (1976-2016). Task: Predict the reactants needed to synthesize the given product. (1) Given the product [ClH:1].[NH2:2][CH:3]([C:25]1[CH:30]=[CH:29][C:28]([C:36]#[N:38])=[CH:27][CH:26]=1)[C:4]([N:6]([CH2:15][CH2:16][C:17]1[CH:22]=[CH:21][C:20]([F:23])=[C:19]([F:24])[CH:18]=1)[C:7]1[CH:12]=[CH:11][C:10]([CH3:13])=[C:9]([CH3:14])[CH:8]=1)=[O:5], predict the reactants needed to synthesize it. The reactants are: [ClH:1].[NH2:2][C@@H:3]([C:25]1[CH:30]=[CH:29][CH:28]=[CH:27][CH:26]=1)[C:4]([N:6]([CH2:15][CH2:16][C:17]1[CH:22]=[CH:21][C:20]([F:23])=[C:19]([F:24])[CH:18]=1)[C:7]1[CH:12]=[CH:11][C:10]([CH3:13])=[C:9]([CH3:14])[CH:8]=1)=[O:5].C(O[C:36]([NH:38]C(C1C=CC(C#N)=CC=1)C(O)=O)=O)(C)(C)C. (2) Given the product [CH:28]1(/[CH:33]=[C:34](\[C:38]2[CH:43]=[CH:42][C:41]([N:44]3[C:48]([CH3:49])=[N:47][N:46]=[N:45]3)=[C:40]([S:50]([CH3:53])(=[O:52])=[O:51])[CH:39]=2)/[C:35]([NH:54][C:55]2[S:56][CH:57]=[CH:58][N:59]=2)=[O:37])[CH2:29][CH2:30][CH2:31][CH2:32]1, predict the reactants needed to synthesize it. The reactants are: C1(P(C2C=CC=CC=2)C2C=CC=CC=2)C=CC=CC=1.BrN1C(=O)CCC1=O.[CH:28]1(/[CH:33]=[C:34](\[C:38]2[CH:43]=[CH:42][C:41]([N:44]3[C:48]([CH3:49])=[N:47][N:46]=[N:45]3)=[C:40]([S:50]([CH3:53])(=[O:52])=[O:51])[CH:39]=2)/[C:35]([OH:37])=O)[CH2:32][CH2:31][CH2:30][CH2:29]1.[NH2:54][C:55]1[S:56][CH:57]=[CH:58][N:59]=1. (3) Given the product [CH3:1][O:2][C:3](=[O:28])[CH2:4][CH2:5][CH2:6][CH2:7][CH2:8][CH2:9][N:10]1[C:14](=[O:15])[CH2:13][CH2:12][C@@H:11]1[CH2:16][O:17][C:18](=[O:27])[NH:19][CH2:20][C:21]1[CH:26]=[CH:25][CH:24]=[CH:23][CH:22]=1, predict the reactants needed to synthesize it. The reactants are: [CH3:1][O:2][C:3](=[O:28])[CH2:4][CH2:5][CH2:6]/[CH:7]=[CH:8]\[CH2:9][N:10]1[C:14](=[O:15])[CH2:13][CH2:12][C@@H:11]1[CH2:16][O:17][C:18](=[O:27])[NH:19][CH2:20][C:21]1[CH:26]=[CH:25][CH:24]=[CH:23][CH:22]=1. (4) Given the product [CH3:39][N:27]([CH3:26])[CH2:28][CH2:29][CH2:30][NH:31][C:32]1[CH:37]=[CH:36][C:35]([NH:38][C:2]2[C:11]3=[N:12][NH:13][CH:14]=[C:10]3[C:9]3[CH:8]=[C:7]([O:24][CH3:25])[CH:6]=[CH:5][C:4]=3[N:3]=2)=[CH:34][N:33]=1, predict the reactants needed to synthesize it. The reactants are: Cl[C:2]1[C:11]2=[N:12][N:13](CC3C=CC(OC)=CC=3)[CH:14]=[C:10]2[C:9]2[CH:8]=[C:7]([O:24][CH3:25])[CH:6]=[CH:5][C:4]=2[N:3]=1.[CH3:26][N:27]([CH3:39])[CH2:28][CH2:29][CH2:30][NH:31][C:32]1[CH:37]=[CH:36][C:35]([NH2:38])=[CH:34][N:33]=1.Cl. (5) Given the product [N:12]1([CH2:11][CH2:10][C:8]2[CH:7]=[CH:6][C:5]3=[N:1][O:2][N:3]=[C:4]3[CH:9]=2)[CH2:17][CH2:16][NH:15][CH2:14][CH2:13]1, predict the reactants needed to synthesize it. The reactants are: [N:1]1[O:2][N:3]=[C:4]2[CH:9]=[C:8]([CH2:10][CH2:11][N:12]3[CH2:17][CH2:16][N:15](C(OC(C)(C)C)=O)[CH2:14][CH2:13]3)[CH:7]=[CH:6][C:5]=12.Cl.